From a dataset of Full USPTO retrosynthesis dataset with 1.9M reactions from patents (1976-2016). Predict the reactants needed to synthesize the given product. (1) Given the product [F:1][C:2]1[CH:7]=[CH:6][C:5]([N:8]2[C:12]3[CH:13]=[C:14]4[C@:19]([C:21]([C:23]5[CH:28]=[CH:27][CH:26]=[CH:25][N:24]=5)=[O:22])([CH2:20][C:11]=3[CH:10]=[N:9]2)[CH2:18][N:17]([S:39]([C:36]2[CH:37]=[CH:38][C:33]([F:32])=[CH:34][CH:35]=2)(=[O:41])=[O:40])[CH2:16][CH2:15]4)=[CH:4][CH:3]=1, predict the reactants needed to synthesize it. The reactants are: [F:1][C:2]1[CH:7]=[CH:6][C:5]([N:8]2[C:12]3[CH:13]=[C:14]4[C@:19]([C:21]([C:23]5[CH:28]=[CH:27][CH:26]=[CH:25][N:24]=5)=[O:22])([CH2:20][C:11]=3[CH:10]=[N:9]2)[CH2:18][NH:17][CH2:16][CH2:15]4)=[CH:4][CH:3]=1.ClCCl.[F:32][C:33]1[CH:38]=[CH:37][C:36]([S:39](Cl)(=[O:41])=[O:40])=[CH:35][CH:34]=1.C(N(C(C)C)CC)(C)C. (2) Given the product [CH3:1][NH:2][C:3]1[C:7]2[CH:8]=[N:9][C:10]([NH:12][C:13]([NH:15][CH:16]([C:22]3[CH:27]=[CH:26][CH:25]=[CH:24][CH:23]=3)[CH:17]3[CH2:21][CH2:20][CH2:19][O:18]3)=[O:14])=[CH:11][C:6]=2[NH:5][N:4]=1, predict the reactants needed to synthesize it. The reactants are: [CH3:1][NH:2][C:3]1[C:7]2[CH:8]=[N:9][C:10]([NH:12][C:13]([NH:15][CH:16]([C:22]3[CH:27]=[CH:26][CH:25]=[CH:24][CH:23]=3)[CH:17]3[CH2:21][CH2:20][CH2:19][O:18]3)=[O:14])=[CH:11][C:6]=2[N:5](C(C2C=CC=CC=2)(C2C=CC=CC=2)C2C=CC=CC=2)[N:4]=1.C([SiH](CC)CC)C. (3) Given the product [CH3:14][S:15]([NH:1][C@H:2]1[CH2:6][CH2:5][N:4]([C:7]([O:9][C:10]([CH3:13])([CH3:12])[CH3:11])=[O:8])[CH2:3]1)(=[O:17])=[O:16], predict the reactants needed to synthesize it. The reactants are: [NH2:1][C@H:2]1[CH2:6][CH2:5][N:4]([C:7]([O:9][C:10]([CH3:13])([CH3:12])[CH3:11])=[O:8])[CH2:3]1.[CH3:14][S:15](Cl)(=[O:17])=[O:16].C(N(CC)CC)C. (4) The reactants are: C1(P(C2CCCCC2)C2C=CC=CC=2C2C=CC=CC=2N(C)C)CCCCC1.[F:29][C:30]([F:58])([F:57])[O:31][C:32]1[CH:37]=[CH:36][C:35](Br)=[CH:34][C:33]=1[NH:39][C:40]1[N:49]=[CH:48][C:47]2[CH2:46][CH2:45][C:44]3[C:50]([C:54]([NH2:56])=[O:55])=[N:51][N:52]([CH3:53])[C:43]=3[C:42]=2[N:41]=1.[Li]N([Si](C)(C)C)[Si](C)(C)C.[CH2:69]([N:71]1[CH2:76][CH2:75][NH:74][CH2:73][CH2:72]1)[CH3:70]. Given the product [CH2:69]([N:71]1[CH2:76][CH2:75][N:74]([C:35]2[CH:36]=[CH:37][C:32]([O:31][C:30]([F:58])([F:57])[F:29])=[C:33]([NH:39][C:40]3[N:49]=[CH:48][C:47]4[CH2:46][CH2:45][C:44]5[C:50]([C:54]([NH2:56])=[O:55])=[N:51][N:52]([CH3:53])[C:43]=5[C:42]=4[N:41]=3)[CH:34]=2)[CH2:73][CH2:72]1)[CH3:70], predict the reactants needed to synthesize it. (5) Given the product [Br:11][C:8]1[S:7][C:6]2[N:1]=[CH:2][N:3]=[C:4]([OH:10])[C:5]=2[CH:9]=1, predict the reactants needed to synthesize it. The reactants are: [N:1]1[C:6]2[S:7][CH:8]=[CH:9][C:5]=2[C:4]([OH:10])=[N:3][CH:2]=1.[Br:11]Br.C([O-])(O)=O.[Na+]. (6) Given the product [OH:23][C:12]1[C:11]([CH:24]([CH3:26])[CH3:25])=[N:10][N:9]([CH2:8][C:5]2[CH:6]=[CH:7][C:2]([C:32]3[CH:33]=[CH:34][C:29]([C:28]([F:39])([F:38])[F:27])=[CH:30][CH:31]=3)=[CH:3][CH:4]=2)[C:14](=[O:15])[C:13]=1[C:16]([NH:18][CH2:19][C:20]([OH:22])=[O:21])=[O:17], predict the reactants needed to synthesize it. The reactants are: Br[C:2]1[CH:7]=[CH:6][C:5]([CH2:8][N:9]2[C:14](=[O:15])[C:13]([C:16]([NH:18][CH2:19][C:20]([OH:22])=[O:21])=[O:17])=[C:12]([OH:23])[C:11]([CH:24]([CH3:26])[CH3:25])=[N:10]2)=[CH:4][CH:3]=1.[F:27][C:28]([F:39])([F:38])[C:29]1[CH:34]=[CH:33][C:32](B(O)O)=[CH:31][CH:30]=1.C(=O)([O-])[O-].[K+].[K+].Cl.